Dataset: Forward reaction prediction with 1.9M reactions from USPTO patents (1976-2016). Task: Predict the product of the given reaction. (1) Given the reactants [C:1]([C:5]1[CH:6]=[C:7]([NH:18][C:19](=[O:49])[NH:20][CH2:21][C:22]2[CH:48]=[CH:47][CH:46]=[CH:45][C:23]=2[CH2:24][O:25][C:26]2[CH:31]=[C:30]([CH3:32])[N:29]([C:33]3[CH:34]=[C:35]([CH:39]=[CH:40][C:41]=3[CH3:42])[C:36]([OH:38])=O)[C:28](=[O:43])[C:27]=2[Cl:44])[N:8]([C:10]2[CH:15]=[CH:14][C:13]([Cl:16])=[C:12]([OH:17])[CH:11]=2)[N:9]=1)([CH3:4])([CH3:3])[CH3:2].[CH2:50]([CH2:52][NH2:53])[OH:51].CCN=C=NCCCN(C)C, predict the reaction product. The product is: [C:1]([C:5]1[CH:6]=[C:7]([NH:18][C:19](=[O:49])[NH:20][CH2:21][C:22]2[CH:48]=[CH:47][CH:46]=[CH:45][C:23]=2[CH2:24][O:25][C:26]2[CH:31]=[C:30]([CH3:32])[N:29]([C:33]3[CH:34]=[C:35]([CH:39]=[CH:40][C:41]=3[CH3:42])[C:36]([NH:53][CH2:52][CH2:50][OH:51])=[O:38])[C:28](=[O:43])[C:27]=2[Cl:44])[N:8]([C:10]2[CH:15]=[CH:14][C:13]([Cl:16])=[C:12]([OH:17])[CH:11]=2)[N:9]=1)([CH3:4])([CH3:3])[CH3:2]. (2) Given the reactants [C:1](OC(=O)C)(=[O:3])[CH3:2].C(Cl)Cl.Cl.[OH:12][C:13]1[CH:37]=[C:36]([O:38][CH:39]2[CH2:44][CH2:43][NH:42][CH2:41][CH2:40]2)[CH:35]=[CH:34][C:14]=1[C:15]([NH:17][C:18]1[CH:27]=[C:26]([C:28]2[CH:33]=[CH:32][CH:31]=[CH:30][CH:29]=2)[CH:25]=[CH:24][C:19]=1[C:20]([O:22][CH3:23])=[O:21])=[O:16], predict the reaction product. The product is: [C:1]([N:42]1[CH2:41][CH2:40][CH:39]([O:38][C:36]2[CH:35]=[CH:34][C:14]([C:15]([NH:17][C:18]3[CH:27]=[C:26]([C:28]4[CH:29]=[CH:30][CH:31]=[CH:32][CH:33]=4)[CH:25]=[CH:24][C:19]=3[C:20]([O:22][CH3:23])=[O:21])=[O:16])=[C:13]([OH:12])[CH:37]=2)[CH2:44][CH2:43]1)(=[O:3])[CH3:2]. (3) The product is: [O:50]1[C:51]2[CH:52]=[CH:38][CH:37]=[CH:36][C:35]=2[N:34]=[C:47]1[O:18][C:15]1[CH:14]=[CH:13][C:12]([O:11][CH2:10][CH2:9][N:4]2[CH2:5][CH2:6][CH2:7][CH2:8][CH:3]2[CH2:2][OH:1])=[CH:17][CH:16]=1. Given the reactants [OH:1][CH2:2][CH:3]1[CH2:8][CH2:7][CH2:6][CH2:5][N:4]1[CH2:9][CH2:10][O:11][C:12]1[CH:17]=[CH:16][C:15]([OH:18])=[CH:14][CH:13]=1.C(OC1C=CC(OCC[N:34]2C[CH2:38][CH2:37][CH2:36][CH:35]2CO)=CC=1)C1C=CC=CC=1.C(O)C.[C:47]([O:50][CH2:51][CH3:52])(=O)C, predict the reaction product. (4) Given the reactants [N:1]1[CH:6]=[CH:5][CH:4]=[CH:3][C:2]=1[CH:7]([OH:14])C1C=CC=CC=1.[H-].[Na+].Cl[C:18]1[CH:23]=[CH:22][N+:21]([O-:24])=[CH:20][CH:19]=1, predict the reaction product. The product is: [CH3:7][OH:14].[NH3:1].[N:1]1[CH:6]=[CH:5][CH:4]=[CH:3][C:2]=1[CH2:7][O:14][C:18]1[CH:23]=[CH:22][N+:21]([O-:24])=[CH:20][CH:19]=1. (5) Given the reactants [Br:1][C:2]1[CH:3]=[C:4]2[CH2:10][CH2:9][NH:8][C:5]2=[N:6][CH:7]=1.ClC(Cl)(Cl)[C:13]([N:15]=C=O)=[O:14].[OH-].[K+], predict the reaction product. The product is: [Br:1][C:2]1[CH:3]=[C:4]2[CH2:10][CH2:9][N:8]([C:13]([NH2:15])=[O:14])[C:5]2=[N:6][CH:7]=1. (6) Given the reactants [CH2:1]([O:8][C:9]1[CH:15]=[CH:14][C:12]([NH2:13])=[CH:11][CH:10]=1)[C:2]1[CH:7]=[CH:6][CH:5]=[CH:4][CH:3]=1, predict the reaction product. The product is: [CH2:1]([O:8][C:9]1[CH:10]=[CH:11][C:12]([NH2:13])=[CH:14][CH:15]=1)[C:2]1[CH:3]=[CH:4][CH:5]=[CH:6][CH:7]=1.[CH2:9]1[O:8][CH2:15]1. (7) Given the reactants [NH2:1][C:2]1[CH:7]=[CH:6][CH:5]=[C:4]([Br:8])[C:3]=1[OH:9].C(=O)(O)[O-].[Na+].[Br:15][CH:16]([CH3:20])[C:17](Cl)=[O:18], predict the reaction product. The product is: [Br:15][CH:16]([CH3:20])[C:17]([NH:1][C:2]1[CH:7]=[CH:6][CH:5]=[C:4]([Br:8])[C:3]=1[OH:9])=[O:18].